Dataset: Reaction yield outcomes from USPTO patents with 853,638 reactions. Task: Predict the reaction yield, written as a fraction of the theoretical maximum amount of product (1.0 means a 100% yield; for example, 0.34 means a 34% yield). The product is [Br:11][CH2:1][C:2]1[CH:7]=[CH:6][C:5]([C:8](=[O:9])[CH3:10])=[CH:4][CH:3]=1. The catalyst is C(Cl)(Cl)(Cl)Cl. The reactants are [CH3:1][C:2]1[CH:3]=[CH:4][C:5]([C:8]([CH3:10])=[O:9])=[CH:6][CH:7]=1.[Br:11]N1C(=O)CCC1=O. The yield is 0.710.